Dataset: Full USPTO retrosynthesis dataset with 1.9M reactions from patents (1976-2016). Task: Predict the reactants needed to synthesize the given product. (1) Given the product [Cl:14][C:15]1[C:23]2[C:19](=[CH:20][N:21]([CH3:24])[N:22]=2)[C:18](/[CH:25]=[CH:3]/[C:1]#[N:2])=[CH:17][CH:16]=1, predict the reactants needed to synthesize it. The reactants are: [C:1]([CH2:3]P(=O)(OCC)OCC)#[N:2].[H-].[Na+].[Cl:14][C:15]1[C:23]2[C:19](=[CH:20][N:21]([CH3:24])[N:22]=2)[C:18]([CH:25]=O)=[CH:17][CH:16]=1. (2) The reactants are: C1C=C[NH+]=CC=1.[O-][Cr](Cl)(=O)=O.C([O-])(=O)C.[Na+].[C:17]([O:21][C:22](=[O:33])[NH:23][CH2:24][C:25]1[CH:30]=[CH:29][CH:28]=[C:27]([CH2:31][OH:32])[CH:26]=1)([CH3:20])([CH3:19])[CH3:18]. Given the product [C:17]([O:21][C:22](=[O:33])[NH:23][CH2:24][C:25]1[CH:30]=[CH:29][CH:28]=[C:27]([CH:31]=[O:32])[CH:26]=1)([CH3:20])([CH3:18])[CH3:19], predict the reactants needed to synthesize it. (3) Given the product [CH2:12]([O:11][C:9]([N:7]1[CH2:8][C@H:3]([C:2]([F:1])([F:23])[F:24])[CH2:4][C@H:5]([C:19]([OH:21])=[O:20])[CH2:6]1)=[O:10])[C:13]1[CH:14]=[CH:15][CH:16]=[CH:17][CH:18]=1, predict the reactants needed to synthesize it. The reactants are: [F:1][C:2]([F:24])([F:23])[C@H:3]1[CH2:8][N:7]([C:9]([O:11][CH2:12][C:13]2[CH:18]=[CH:17][CH:16]=[CH:15][CH:14]=2)=[O:10])[CH2:6][C@@H:5]([C:19]([O:21]C)=[O:20])[CH2:4]1.[OH-].[Na+]. (4) Given the product [NH2:1][C:2]1[NH:10][C:9]2[C:4](=[N:5][CH:6]=[N:7][C:8]=2[NH:11][CH2:12][C:13]2[O:17][CH:16]=[CH:15][CH:14]=2)[N:3]=1, predict the reactants needed to synthesize it. The reactants are: [NH2:1][C:2]1[N:3]([C@@H]2O[C@H](CO)[C@@H](O)[C@H]2O)[C:4]2[C:9]([N:10]=1)=[C:8]([NH:11][CH2:12][C:13]1[O:17][CH:16]=[CH:15][CH:14]=1)[N:7]=[CH:6][N:5]=2.C.N. (5) Given the product [CH2:9]([N:8]([CH2:11][CH3:12])[C:6](=[O:7])[C:5]1[CH:13]=[CH:14][C:2]([CH2:25][CH3:26])=[CH:3][C:4]=1[C:15]([F:18])([F:17])[F:16])[CH3:10], predict the reactants needed to synthesize it. The reactants are: Cl[C:2]1[CH:14]=[CH:13][C:5]([C:6]([N:8]([CH2:11][CH3:12])[CH2:9][CH3:10])=[O:7])=[C:4]([C:15]([F:18])([F:17])[F:16])[CH:3]=1.C(=O)([O-])[O-].[K+].[K+].[CH2:25]([Zn]CC)[CH3:26].